This data is from Forward reaction prediction with 1.9M reactions from USPTO patents (1976-2016). The task is: Predict the product of the given reaction. (1) Given the reactants Cl[CH2:2][C:3]1[N:4]=[C:5]([C:8]2[CH:13]=[CH:12][C:11]([O:14][CH2:15][CH2:16][CH2:17]Cl)=[CH:10][CH:9]=2)[O:6][CH:7]=1.[I-].[Na+].C(=O)([O-])[O-].[K+].[K+].[CH3:27][CH:28]1[CH2:32][CH2:31][CH2:30][NH:29]1.[NH:33]1[CH2:38][CH2:37][CH2:36][CH2:35][CH2:34]1, predict the reaction product. The product is: [CH3:27][CH:28]1[CH2:32][CH2:31][CH2:30][N:29]1[CH2:2][C:3]1[N:4]=[C:5]([C:8]2[CH:13]=[CH:12][C:11]([O:14][CH2:15][CH2:16][CH2:17][N:33]3[CH2:38][CH2:37][CH2:36][CH2:35][CH2:34]3)=[CH:10][CH:9]=2)[O:6][CH:7]=1. (2) The product is: [F:1][C:2]1[CH:3]=[CH:4][C:5]([C:8]2[O:9][CH:10]=[C:11]([C:13]([CH3:17])([CH3:16])[CH2:14][NH:15][C:30](=[O:31])[C:29]3[CH:33]=[C:25]([C:22]4[N:21]=[C:20]([C:19]([F:35])([F:34])[F:18])[O:24][N:23]=4)[CH:26]=[N:27][CH:28]=3)[N:12]=2)=[CH:6][CH:7]=1. Given the reactants [F:1][C:2]1[CH:7]=[CH:6][C:5]([C:8]2[O:9][CH:10]=[C:11]([C:13]([CH3:17])([CH3:16])[CH2:14][NH2:15])[N:12]=2)=[CH:4][CH:3]=1.[F:18][C:19]([F:35])([F:34])[C:20]1[O:24][N:23]=[C:22]([C:25]2[CH:26]=[N:27][CH:28]=[C:29]([CH:33]=2)[C:30](O)=[O:31])[N:21]=1, predict the reaction product. (3) Given the reactants Br[C:2]1[CH:3]=[C:4]([NH2:10])[C:5]([NH2:9])=[CH:6][C:7]=1[F:8].[Br-].[CH2:12]([Zn+])[C:13]([CH3:16])([CH3:15])[CH3:14].O1CCCC1, predict the reaction product. The product is: [F:8][C:7]1[CH:6]=[C:5]([NH2:9])[C:4]([NH2:10])=[CH:3][C:2]=1[CH2:12][C:13]([CH3:16])([CH3:15])[CH3:14]. (4) Given the reactants [Br:1][C:2]1[N:6]2[N:7]=[C:8](Cl)[CH:9]=[CH:10][C:5]2=[N:4][CH:3]=1.[NH:12]1[CH2:17][CH2:16][NH:15][CH2:14][CH2:13]1.N#N, predict the reaction product. The product is: [Br:1][C:2]1[N:6]2[N:7]=[C:8]([N:12]3[CH2:17][CH2:16][NH:15][CH2:14][CH2:13]3)[CH:9]=[CH:10][C:5]2=[N:4][CH:3]=1.